From a dataset of Forward reaction prediction with 1.9M reactions from USPTO patents (1976-2016). Predict the product of the given reaction. (1) Given the reactants [Br-].[CH3:2][C:3]1[C:28]([CH3:29])=[CH:27][CH:26]=[CH:25][C:4]=1[CH2:5][P+](C1C=CC=CC=1)(C1C=CC=CC=1)C1C=CC=CC=1.CC(C)([O-])C.[K+].[O:36]=[C:37]1[C:45]2[C:40](=[CH:41][CH:42]=[CH:43][CH:44]=2)[C:39](=[O:46])[N:38]1[CH2:47][CH2:48][CH2:49][C:50]1[CH:51]=[C:52]([CH:55]=[CH:56][CH:57]=1)[CH:53]=O, predict the reaction product. The product is: [CH3:2][C:3]1[C:28]([CH3:29])=[CH:27][CH:26]=[CH:25][C:4]=1/[CH:5]=[CH:53]\[C:52]1[CH:51]=[C:50]([CH2:49][CH2:48][CH2:47][N:38]2[C:39](=[O:46])[C:40]3[C:45](=[CH:44][CH:43]=[CH:42][CH:41]=3)[C:37]2=[O:36])[CH:57]=[CH:56][CH:55]=1. (2) Given the reactants [NH2:1][C:2]1[C:3]2[C:8]([N:9]=[C:10]3[C:15]=1[CH2:14][CH2:13][CH2:12][CH2:11]3)=[CH:7][CH:6]=[CH:5][CH:4]=2.[OH-].[K+].Br[CH2:19][CH2:20][CH2:21][CH2:22][CH2:23][CH2:24][CH2:25][CH2:26][N:27]1[C:35](=[O:36])[C:34]2[C:29](=[CH:30][CH:31]=[CH:32][CH:33]=2)[C:28]1=[O:37], predict the reaction product. The product is: [CH2:4]1[C:3]2[C:8](=[N:9][C:10]3[C:15]([C:2]=2[NH:1][CH2:19][CH2:20][CH2:21][CH2:22][CH2:23][CH2:24][CH2:25][CH2:26][N:27]2[C:35](=[O:36])[C:34]4[C:29](=[CH:30][CH:31]=[CH:32][CH:33]=4)[C:28]2=[O:37])=[CH:14][CH:13]=[CH:12][CH:11]=3)[CH2:7][CH2:6][CH2:5]1. (3) Given the reactants [CH2:1]([O:3][C:4]([C:6]1[C:15](I)=[C:9]2[C:10](=[O:14])[NH:11][CH2:12][CH2:13][N:8]2[N:7]=1)=[O:5])[CH3:2].[CH3:17]B(O)O.C1(P(C2CCCCC2)C2C=CC=CC=2C2C(C(C)C)=CC(C(C)C)=CC=2C(C)C)CCCCC1.C(=O)([O-])[O-].[K+].[K+], predict the reaction product. The product is: [CH2:1]([O:3][C:4]([C:6]1[C:15]([CH3:17])=[C:9]2[C:10](=[O:14])[NH:11][CH2:12][CH2:13][N:8]2[N:7]=1)=[O:5])[CH3:2]. (4) Given the reactants [CH3:1][CH:2]1[CH:7]=[CH:6][CH2:5][C:4]([CH3:9])([CH3:8])[CH:3]1[C:10](=[O:14])[CH:11]=[CH:12][CH3:13].[NH2:15][CH2:16][CH2:17][CH2:18][NH:19][CH2:20][CH2:21][CH2:22][NH:23][CH2:24][CH2:25][CH2:26][NH2:27], predict the reaction product. The product is: [CH3:13][CH:12]([NH:27][CH2:26][CH2:25][CH2:24][NH:23][CH2:22][CH2:21][CH2:20][NH:19][CH2:18][CH2:17][CH2:16][NH:15][CH:12]([CH3:13])[CH2:11][C:10]([CH:3]1[C:4]([CH3:9])([CH3:8])[CH2:5][CH:6]=[CH:7][CH:2]1[CH3:1])=[O:14])[CH2:11][C:10](=[O:14])[CH:3]1[C:4]([CH3:8])([CH3:9])[CH2:5][CH:6]=[CH:7][CH:2]1[CH3:1]. (5) Given the reactants [CH3:1][CH:2]1[O:7][CH:6]([CH3:8])[CH2:5][N:4]([C:9]2[N:14]=[C:13]([C:15]3[CH:19]=[CH:18][O:17][C:16]=3[CH3:20])[CH:12]=[CH:11][N:10]=2)[CH2:3]1.[Br:21]N1C(=O)CCC1=O, predict the reaction product. The product is: [Br:21][C:12]1[C:13]([C:15]2[CH:19]=[CH:18][O:17][C:16]=2[CH3:20])=[N:14][C:9]([N:4]2[CH2:3][C@H:2]([CH3:1])[O:7][C@H:6]([CH3:8])[CH2:5]2)=[N:10][CH:11]=1. (6) Given the reactants [Cl:1][C:2]1[CH:7]=[CH:6][C:5]([C@H:8]2[C@@H:12]([C:13]3[CH:18]=[CH:17][C:16]([Cl:19])=[CH:15][CH:14]=3)[N:11]([C:20](Cl)=[O:21])[C:10]([C:23]3[CH:28]=[CH:27][C:26]([C:29]([C:32]#[N:33])([CH3:31])[CH3:30])=[CH:25][C:24]=3[O:34][CH2:35][CH3:36])=[N:9]2)=[CH:4][CH:3]=1.[CH3:37][C:38]1[C:42]([C:43]([N:45]2[CH2:50][CH2:49][NH:48][CH2:47][CH2:46]2)=[O:44])=[C:41]([CH3:51])[O:40][N:39]=1, predict the reaction product. The product is: [Cl:1][C:2]1[CH:3]=[CH:4][C:5]([C@H:8]2[C@@H:12]([C:13]3[CH:14]=[CH:15][C:16]([Cl:19])=[CH:17][CH:18]=3)[N:11]([C:20]([N:48]3[CH2:49][CH2:50][N:45]([C:43]([C:42]4[C:38]([CH3:37])=[N:39][O:40][C:41]=4[CH3:51])=[O:44])[CH2:46][CH2:47]3)=[O:21])[C:10]([C:23]3[CH:28]=[CH:27][C:26]([C:29]([CH3:31])([CH3:30])[C:32]#[N:33])=[CH:25][C:24]=3[O:34][CH2:35][CH3:36])=[N:9]2)=[CH:6][CH:7]=1. (7) Given the reactants [N:1]1([C:6]2[CH:7]=[C:8]3[C:13](=[CH:14][C:15]=2[C:16]([F:19])([F:18])[F:17])[NH:12][C:11](=[O:20])[N:10]([NH:21][S:22]([CH3:25])(=[O:24])=[O:23])[C:9]3=[O:26])[CH:5]=[CH:4][N:3]=[CH:2]1.[C:27](Cl)(=[O:31])[CH2:28][CH2:29][CH3:30], predict the reaction product. The product is: [C:27]([N:21]([N:10]1[C:9](=[O:26])[C:8]2[C:13](=[CH:14][C:15]([C:16]([F:18])([F:19])[F:17])=[C:6]([N:1]3[CH:5]=[CH:4][N:3]=[CH:2]3)[CH:7]=2)[NH:12][C:11]1=[O:20])[S:22]([CH3:25])(=[O:23])=[O:24])(=[O:31])[CH2:28][CH2:29][CH3:30]. (8) The product is: [CH3:15][C:16]1[CH:17]=[CH:18][CH:19]=[C:20]2[C:24]=1[NH:23][C:22]([C:25]([NH:1][C@@H:2]1[CH2:7][CH2:6][CH2:5][NH:4][CH2:3]1)=[O:26])=[C:21]2[C:28]1[CH:33]=[CH:32][CH:31]=[CH:30][CH:29]=1. Given the reactants [NH2:1][C@@H:2]1[CH2:7][CH2:6][CH2:5][N:4](C(OC(C)(C)C)=O)[CH2:3]1.[CH3:15][C:16]1[CH:17]=[CH:18][CH:19]=[C:20]2[C:24]=1[NH:23][C:22]([C:25](O)=[O:26])=[C:21]2[C:28]1[CH:33]=[CH:32][CH:31]=[CH:30][CH:29]=1.N, predict the reaction product. (9) Given the reactants [C:1]([C:5]1[CH:13]=[CH:12][C:8]([C:9](Cl)=[O:10])=[CH:7][CH:6]=1)([CH3:4])([CH3:3])[CH3:2].[NH2:14][C:15]1[CH:31]=[CH:30][C:29]([CH3:32])=[CH:28][C:16]=1[C:17]([NH:19][C:20]1[CH:25]=[CH:24][C:23]([O:26][CH3:27])=[CH:22][CH:21]=1)=[O:18], predict the reaction product. The product is: [C:1]([C:5]1[CH:13]=[CH:12][C:8]([C:9]([NH:14][C:15]2[CH:31]=[CH:30][C:29]([CH3:32])=[CH:28][C:16]=2[C:17]([NH:19][C:20]2[CH:21]=[CH:22][C:23]([O:26][CH3:27])=[CH:24][CH:25]=2)=[O:18])=[O:10])=[CH:7][CH:6]=1)([CH3:4])([CH3:3])[CH3:2]. (10) The product is: [C:11]([NH:1][C:2]1[N:7]=[CH:6][C:5]([N+:8]([O-:10])=[O:9])=[CH:4][N:3]=1)(=[O:18])[C:12]1[CH:17]=[CH:16][CH:15]=[CH:14][CH:13]=1. Given the reactants [NH2:1][C:2]1[N:7]=[CH:6][C:5]([N+:8]([O-:10])=[O:9])=[CH:4][N:3]=1.[C:11](Cl)(=[O:18])[C:12]1[CH:17]=[CH:16][CH:15]=[CH:14][CH:13]=1.O, predict the reaction product.